This data is from Full USPTO retrosynthesis dataset with 1.9M reactions from patents (1976-2016). The task is: Predict the reactants needed to synthesize the given product. (1) Given the product [F:1][C:2]1[CH:31]=[CH:30][C:5]([O:6][C:7]2[CH:8]=[C:9]([NH:13][C:14]([C:16]3([CH3:29])[CH2:17][CH2:18][NH:19][CH2:20][CH2:21]3)=[O:15])[CH:10]=[CH:11][CH:12]=2)=[CH:4][CH:3]=1, predict the reactants needed to synthesize it. The reactants are: [F:1][C:2]1[CH:31]=[CH:30][C:5]([O:6][C:7]2[CH:8]=[C:9]([NH:13][C:14]([C:16]3([CH3:29])[CH2:21][CH2:20][N:19](C(OC(C)(C)C)=O)[CH2:18][CH2:17]3)=[O:15])[CH:10]=[CH:11][CH:12]=2)=[CH:4][CH:3]=1.Cl. (2) Given the product [C:1]([N:25]1[CH2:26][CH2:27][CH2:28][CH:24]1[C:17]1[C:18]2[O:22][CH:21]([CH3:23])[CH2:20][C:19]=2[C:14]2[C:13]([C:30]([NH:32][CH3:33])=[O:31])=[C:12]([C:9]3[CH:10]=[CH:11][C:6]([F:5])=[CH:7][CH:8]=3)[O:29][C:15]=2[CH:16]=1)(=[O:2])[CH3:3], predict the reactants needed to synthesize it. The reactants are: [C:1](Cl)([CH3:3])=[O:2].[F:5][C:6]1[CH:11]=[CH:10][C:9]([C:12]2[O:29][C:15]3[CH:16]=[C:17]([CH:24]4[CH2:28][CH2:27][CH2:26][NH:25]4)[C:18]4[O:22][CH:21]([CH3:23])[CH2:20][C:19]=4[C:14]=3[C:13]=2[C:30]([NH:32][CH3:33])=[O:31])=[CH:8][CH:7]=1.N1C=CC=CC=1. (3) Given the product [ClH:1].[Cl:1][C:2]1[CH:3]=[C:4]([C:8]2[O:16][C:15]3[CH:14]=[CH:13][N:12]([C:17]4[CH:18]=[C:19]5[C:23](=[CH:24][CH:25]=4)[N:22]([CH2:26][CH2:27][N:28]4[CH2:29][CH2:30][CH2:31][CH2:32]4)[N:21]=[CH:20]5)[C:11](=[O:33])[C:10]=3[CH:9]=2)[CH:5]=[CH:6][CH:7]=1, predict the reactants needed to synthesize it. The reactants are: [Cl:1][C:2]1[CH:3]=[C:4]([C:8]2[O:16][C:15]3[CH:14]=[CH:13][N:12]([C:17]4[CH:18]=[C:19]5[C:23](=[CH:24][CH:25]=4)[N:22]([CH2:26][CH2:27][N:28]4[CH2:32][CH2:31][CH2:30][CH2:29]4)[N:21]=[CH:20]5)[C:11](=[O:33])[C:10]=3[CH:9]=2)[CH:5]=[CH:6][CH:7]=1.Cl.C(OCC)C. (4) The reactants are: [OH:1][CH2:2][CH2:3][CH2:4][C:5]1[C:13]2[C:8]3=[C:9]([S:14][CH2:15][CH2:16][N:7]3[C:6]=1[C:17]([O:19]C)=[O:18])[CH:10]=[CH:11][CH:12]=2.C1(O)C2C(=CC=CC=2)C=CC=1.[Cl:32][C:33]1[C:42]2[C:37](=[CH:38][CH:39]=[CH:40][CH:41]=2)[C:36](O)=[CH:35][CH:34]=1. Given the product [Cl:32][C:33]1[C:42]2[C:37](=[CH:38][CH:39]=[CH:40][CH:41]=2)[C:36]([O:1][CH2:2][CH2:3][CH2:4][C:5]2[C:13]3[C:8]4=[C:9]([S:14][CH2:15][CH2:16][N:7]4[C:6]=2[C:17]([OH:19])=[O:18])[CH:10]=[CH:11][CH:12]=3)=[CH:35][CH:34]=1, predict the reactants needed to synthesize it. (5) Given the product [CH2:1]([N:5]1[C:13]2[C:12](=[O:20])[NH:11][CH:10]=[N:9][C:8]=2[C:7]([C:15]#[N:16])=[C:6]1[Cl:17])[C:2]#[C:3][CH3:4], predict the reactants needed to synthesize it. The reactants are: [CH2:1]([N:5]1[C:13]2[C:12](Cl)=[N:11][CH:10]=[N:9][C:8]=2[C:7]([C:15]#[N:16])=[C:6]1[Cl:17])[C:2]#[C:3][CH3:4].Cl.C(=O)(O)[O-:20].[Na+]. (6) Given the product [Cl:66][C:67]1[CH:68]=[CH:69][C:70]([F:80])=[C:71]([C:73]2[CH:78]=[C:77]([NH:79][C:48]3[C:49]4[C:50](=[CH:54][N:55]([CH2:57][C:58]5[CH:63]=[CH:62][C:61]([O:64][CH3:65])=[CH:60][CH:59]=5)[N:56]=4)[N:51]=[CH:52][CH:53]=3)[CH:76]=[CH:75][N:74]=2)[CH:72]=1.[Cl:66][C:67]1[CH:68]=[CH:69][C:70]([F:80])=[C:71]([C:73]2[CH:78]=[C:77]([NH:79][C:48]3[CH:53]=[CH:52][N:51]=[C:50]4[CH:49]=[N:56][N:55]([CH2:57][C:58]5[CH:59]=[CH:60][C:61]([O:64][CH3:65])=[CH:62][CH:63]=5)[C:54]=34)[CH:76]=[CH:75][N:74]=2)[CH:72]=1, predict the reactants needed to synthesize it. The reactants are: C1C=CC(P(C2C=CC3C(=CC=CC=3)C=2C2C3C(=CC=CC=3)C=CC=2P(C2C=CC=CC=2)C2C=CC=CC=2)C2C=CC=CC=2)=CC=1.I[C:48]1[C:49]2[C:50](=[CH:54][N:55]([CH2:57][C:58]3[CH:63]=[CH:62][C:61]([O:64][CH3:65])=[CH:60][CH:59]=3)[N:56]=2)[N:51]=[CH:52][CH:53]=1.[Cl:66][C:67]1[CH:68]=[CH:69][C:70]([F:80])=[C:71]([C:73]2[CH:78]=[C:77]([NH2:79])[CH:76]=[CH:75][N:74]=2)[CH:72]=1.CC([O-])(C)C.[Na+]. (7) Given the product [I:8][C:5]1[CH:6]=[CH:7][C:2]([N:20]2[C:21]3[CH:9]=[CH:10][CH:11]=[CH:12][C:13]=3[C:14]3[C:19]2=[CH:18][CH:17]=[CH:16][CH:15]=3)=[CH:3][CH:4]=1, predict the reactants needed to synthesize it. The reactants are: I[C:2]1[CH:7]=[CH:6][C:5]([I:8])=[CH:4][CH:3]=1.[CH:9]1[C:21]2[NH:20][C:19]3[C:14](=[CH:15][CH:16]=[CH:17][CH:18]=3)[C:13]=2[CH:12]=[CH:11][CH:10]=1.C(=O)([O-])[O-].[K+].[K+].C1(C)C=C(C)C=C(C)C=1. (8) Given the product [Si:20]([O:1][CH2:2][C@@H:3]([NH:7][C:8](=[O:14])[O:9][C:10]([CH3:13])([CH3:12])[CH3:11])[CH2:4][CH:5]=[CH2:6])([C:23]([CH3:26])([CH3:25])[CH3:24])([CH3:22])[CH3:21], predict the reactants needed to synthesize it. The reactants are: [OH:1][CH2:2][C@@H:3]([NH:7][C:8](=[O:14])[O:9][C:10]([CH3:13])([CH3:12])[CH3:11])[CH2:4][CH:5]=[CH2:6].N1C=CN=C1.[Si:20](Cl)([C:23]([CH3:26])([CH3:25])[CH3:24])([CH3:22])[CH3:21]. (9) Given the product [Si:1]([O:8][C@@H:9]1[C@H:13]([CH2:14][O:15][Si:16]([C:19]([CH3:20])([CH3:21])[CH3:22])([CH3:18])[CH3:17])[CH2:12][C@@H:11]([N:23]([CH3:40])[C:24]2[N:32]=[CH:31][N:30]=[C:29]3[C:25]=2[N:26]=[C:27]([C:34]2[CH:35]=[CH:36][CH:37]=[CH:38][CH:39]=2)[N:28]3[CH3:33])[CH2:10]1)([C:4]([CH3:5])([CH3:6])[CH3:7])([CH3:3])[CH3:2], predict the reactants needed to synthesize it. The reactants are: [Si:1]([O:8][C@@H:9]1[C@H:13]([CH2:14][O:15][Si:16]([C:19]([CH3:22])([CH3:21])[CH3:20])([CH3:18])[CH3:17])[CH2:12][C@@H:11]([NH:23][C:24]2[N:32]=[CH:31][N:30]=[C:29]3[C:25]=2[N:26]=[C:27]([C:34]2[CH:39]=[CH:38][CH:37]=[CH:36][CH:35]=2)[N:28]3[CH3:33])[CH2:10]1)([C:4]([CH3:7])([CH3:6])[CH3:5])([CH3:3])[CH3:2].[CH3:40]N(C)C=O.[H-].[Na+].CI. (10) The reactants are: Br[C:2]1[CH:3]=[C:4]([NH:10][C:11]2[CH:16]=[CH:15][C:14]([C:17]([N:19]3[C@@H:24]([CH3:25])[CH2:23][O:22][CH2:21][C@H:20]3[CH3:26])=[O:18])=[CH:13][N:12]=2)[C:5](=[O:9])[N:6]([CH3:8])[CH:7]=1.[C:27]([O:30][CH2:31][C:32]1[C:33]([N:47]2[CH2:58][CH2:57][N:56]3[C:49](=[CH:50][C:51]4[CH2:52][C:53]([CH3:60])([CH3:59])[CH2:54][C:55]=43)[C:48]2=[O:61])=[N:34][CH:35]=[CH:36][C:37]=1B1OC(C)(C)C(C)(C)O1)(=[O:29])[CH3:28].[O-]P([O-])([O-])=O.[K+].[K+].[K+].C([O-])(=O)C.[Na+]. Given the product [C:27]([O:30][CH2:31][C:32]1[C:33]([N:47]2[CH2:58][CH2:57][N:56]3[C:49](=[CH:50][C:51]4[CH2:52][C:53]([CH3:60])([CH3:59])[CH2:54][C:55]=43)[C:48]2=[O:61])=[N:34][CH:35]=[CH:36][C:37]=1[C:2]1[CH:3]=[C:4]([NH:10][C:11]2[CH:16]=[CH:15][C:14]([C:17]([N:19]3[C@@H:24]([CH3:25])[CH2:23][O:22][CH2:21][C@H:20]3[CH3:26])=[O:18])=[CH:13][N:12]=2)[C:5](=[O:9])[N:6]([CH3:8])[CH:7]=1)(=[O:29])[CH3:28], predict the reactants needed to synthesize it.